Predict which catalyst facilitates the given reaction. From a dataset of Catalyst prediction with 721,799 reactions and 888 catalyst types from USPTO. (1) Reactant: [Cl:1][C:2]1[N:3]([CH2:12][C:13]2[CH:18]=[CH:17][C:16]([CH3:19])=[CH:15][CH:14]=2)[C:4]([C:7]([O:9][CH2:10][CH3:11])=[O:8])=[CH:5][N:6]=1.[Br:20]N1C(C)(C)C(=O)N(Br)C1=O.S([O-])([O-])(=O)=S.[Na+].[Na+].C(=O)([O-])O.[Na+]. Product: [Br:20][C:5]1[N:6]=[C:2]([Cl:1])[N:3]([CH2:12][C:13]2[CH:14]=[CH:15][C:16]([CH3:19])=[CH:17][CH:18]=2)[C:4]=1[C:7]([O:9][CH2:10][CH3:11])=[O:8]. The catalyst class is: 3. (2) Reactant: Cl.NO.[OH-].[K+].[CH3:6][O:7][C:8]([C:10]1[N:11]([CH3:22])[N:12]=[C:13]([N:15]2C(C)=CC=C2C)[CH:14]=1)=[O:9]. Product: [CH3:6][O:7][C:8]([C:10]1[N:11]([CH3:22])[N:12]=[C:13]([NH2:15])[CH:14]=1)=[O:9]. The catalyst class is: 40.